This data is from NCI-60 drug combinations with 297,098 pairs across 59 cell lines. The task is: Regression. Given two drug SMILES strings and cell line genomic features, predict the synergy score measuring deviation from expected non-interaction effect. Drug 1: CNC(=O)C1=CC=CC=C1SC2=CC3=C(C=C2)C(=NN3)C=CC4=CC=CC=N4. Drug 2: CCCCCOC(=O)NC1=NC(=O)N(C=C1F)C2C(C(C(O2)C)O)O. Cell line: SK-OV-3. Synergy scores: CSS=3.92, Synergy_ZIP=2.72, Synergy_Bliss=6.60, Synergy_Loewe=4.02, Synergy_HSA=4.70.